From a dataset of Full USPTO retrosynthesis dataset with 1.9M reactions from patents (1976-2016). Predict the reactants needed to synthesize the given product. Given the product [C:32]([NH:31][S:28]([C:20]1[CH:21]=[C:22]([CH:25]([CH3:26])[CH3:27])[CH:23]=[CH:24][C:19]=1[CH2:18][CH2:17][NH:16][S:10]([C:8]1[CH:9]=[C:4]([CH:5]=[CH:6][C:7]=1[O:14][CH3:15])[C:1]([NH2:2])=[O:3])(=[O:12])=[O:11])(=[O:30])=[O:29])([CH3:33])([CH3:34])[CH3:35], predict the reactants needed to synthesize it. The reactants are: [C:1]([C:4]1[CH:5]=[CH:6][C:7]([O:14][CH3:15])=[C:8]([S:10](Cl)(=[O:12])=[O:11])[CH:9]=1)(=[O:3])[NH2:2].[NH2:16][CH2:17][CH2:18][C:19]1[CH:24]=[CH:23][C:22]([CH:25]([CH3:27])[CH3:26])=[CH:21][C:20]=1[S:28]([NH:31][C:32]([CH3:35])([CH3:34])[CH3:33])(=[O:30])=[O:29].C(N(CC)CC)C.Cl.